From a dataset of Catalyst prediction with 721,799 reactions and 888 catalyst types from USPTO. Predict which catalyst facilitates the given reaction. (1) Reactant: C(OC([N:8]1[CH2:13][CH2:12][CH:11]([C:14]2[CH:19]=[CH:18][CH:17]=[CH:16][C:15]=2[OH:20])[CH2:10][CH2:9]1)=O)(C)(C)C.[CH3:21][C:22](C)([O-])[CH3:23].[K+].IC(C)C. Product: [CH3:21][CH:22]([O:20][C:15]1[CH:16]=[CH:17][CH:18]=[CH:19][C:14]=1[CH:11]1[CH2:10][CH2:9][NH:8][CH2:13][CH2:12]1)[CH3:23]. The catalyst class is: 1. (2) Reactant: C1(P(C2C=CC=CC=2)C2C=CC=CC=2)C=CC=CC=1.N(C(OC(C)(C)C)=O)=NC(OC(C)(C)C)=O.[Cl:36][C:37]1[CH:38]=[CH:39][C:40]([OH:43])=[N:41][CH:42]=1.[CH2:44]([N:51]1[CH2:56][CH2:55][CH:54]([CH2:57]O)[CH:53]([C:59]2[CH:64]=[CH:63][C:62]([Cl:65])=[CH:61][CH:60]=2)[CH2:52]1)[C:45]1[CH:50]=[CH:49][CH:48]=[CH:47][CH:46]=1. Product: [CH2:44]([N:51]1[CH2:56][CH2:55][CH:54]([CH2:57][O:43][C:40]2[CH:39]=[CH:38][C:37]([Cl:36])=[CH:42][N:41]=2)[CH:53]([C:59]2[CH:64]=[CH:63][C:62]([Cl:65])=[CH:61][CH:60]=2)[CH2:52]1)[C:45]1[CH:46]=[CH:47][CH:48]=[CH:49][CH:50]=1. The catalyst class is: 1. (3) Reactant: O[Li].O.[F:4][C:5]1[CH:6]=[C:7]([C:16]([O:18]C)=[O:17])[S:8][C:9]=1[C:10]1[CH:11]=[N:12][CH:13]=[N:14][CH:15]=1. Product: [F:4][C:5]1[CH:6]=[C:7]([C:16]([OH:18])=[O:17])[S:8][C:9]=1[C:10]1[CH:15]=[N:14][CH:13]=[N:12][CH:11]=1. The catalyst class is: 20. (4) Reactant: C(OC([NH:8][C:9]1[CH:14]=[CH:13][C:12]([C:15]2[N:20]=[CH:19][N:18]=[C:17]([NH:21][C@H:22]([C:30]([O:32][CH3:33])=[O:31])[CH2:23][C:24]3[CH:29]=[CH:28][CH:27]=[CH:26][CH:25]=3)[CH:16]=2)=[CH:11][CH:10]=1)=O)(C)(C)C.O1CCOCC1.[ClH:40]. Product: [ClH:40].[CH3:33][O:32][C:30](=[O:31])[CH:22]([NH:21][C:17]1[CH:16]=[C:15]([C:12]2[CH:11]=[CH:10][C:9]([NH2:8])=[CH:14][CH:13]=2)[N:20]=[CH:19][N:18]=1)[CH2:23][C:24]1[CH:25]=[CH:26][CH:27]=[CH:28][CH:29]=1. The catalyst class is: 12. (5) Reactant: F[C:2]1[CH:3]=[C:4]([CH:9]=[CH:10][C:11]=1[N+:12]([O-:14])=[O:13])[C:5]([O:7][CH3:8])=[O:6].C(N(CC)CC)C.[CH3:22][CH:23]([CH3:26])[CH2:24][NH2:25].CC(N(C)C)=O. Product: [CH2:24]([NH:25][C:2]1[CH:3]=[C:4]([CH:9]=[CH:10][C:11]=1[N+:12]([O-:14])=[O:13])[C:5]([O:7][CH3:8])=[O:6])[CH:23]([CH3:26])[CH3:22]. The catalyst class is: 6. (6) Reactant: [F:1][C:2]1[CH:7]=[CH:6][C:5]([C:8]2[N:9]=[C:10]([N:20]3[CH2:25][CH2:24][CH2:23][CH2:22][CH2:21]3)[S:11][C:12]=2[C:13]2[CH:18]=[CH:17][NH:16][C:15](=[O:19])[CH:14]=2)=[CH:4][CH:3]=1. Product: [F:1][C:2]1[CH:3]=[CH:4][C:5]2=[C:8]3[N:9]=[C:10]([N:20]4[CH2:25][CH2:24][CH2:23][CH2:22][CH2:21]4)[S:11][C:12]3=[C:13]3[C:14]([C:15](=[O:19])[NH:16][CH:17]=[CH:18]3)=[C:6]2[CH:7]=1. The catalyst class is: 1.